Dataset: Forward reaction prediction with 1.9M reactions from USPTO patents (1976-2016). Task: Predict the product of the given reaction. (1) Given the reactants CO[C:3]([C:5]1[O:9][N:8]=[C:7]([C:10]2[CH:15]=[CH:14][CH:13]=[CH:12][CH:11]=2)[C:6]=1[N+:16]([O-:18])=[O:17])=[O:4].[CH:19]1([NH2:26])[CH2:25][CH2:24][CH2:23][CH2:22][CH2:21][CH2:20]1, predict the reaction product. The product is: [CH:19]1([NH:26][C:3]([C:5]2[O:9][N:8]=[C:7]([C:10]3[CH:15]=[CH:14][CH:13]=[CH:12][CH:11]=3)[C:6]=2[N+:16]([O-:18])=[O:17])=[O:4])[CH2:25][CH2:24][CH2:23][CH2:22][CH2:21][CH2:20]1. (2) Given the reactants Cl.[N+:2]([C:5]1[CH:10]=[CH:9][C:8]([C:11]2[S:15][C:14]([CH:16]3[CH2:21][CH2:20][NH:19][CH2:18][CH2:17]3)=[N:13][CH:12]=2)=[CH:7][CH:6]=1)([O-:4])=[O:3].Br[C:23]([CH3:30])([CH3:29])[C:24]([O:26][CH2:27][CH3:28])=[O:25].C(=O)([O-])[O-].[K+].[K+].O, predict the reaction product. The product is: [CH3:29][C:23]([N:19]1[CH2:20][CH2:21][CH:16]([C:14]2[S:15][C:11]([C:8]3[CH:7]=[CH:6][C:5]([N+:2]([O-:4])=[O:3])=[CH:10][CH:9]=3)=[CH:12][N:13]=2)[CH2:17][CH2:18]1)([CH3:30])[C:24]([O:26][CH2:27][CH3:28])=[O:25].